Dataset: Forward reaction prediction with 1.9M reactions from USPTO patents (1976-2016). Task: Predict the product of the given reaction. (1) Given the reactants [NH2:1][C:2]1[CH:11]=[C:10]2[C:5]([CH2:6][CH2:7][CH2:8][N:9]2C(=O)C(F)(F)F)=[CH:4][CH:3]=1.[CH3:18][C:19]1[N:27]=[C:26]([C:28]2[CH:33]=[CH:32][CH:31]=[C:30]([F:34])[CH:29]=2)[CH:25]=[CH:24][C:20]=1[C:21](O)=[O:22], predict the reaction product. The product is: [F:34][C:30]1[CH:29]=[C:28]([C:26]2[CH:25]=[CH:24][C:20]([C:21]([NH:1][C:2]3[CH:11]=[C:10]4[C:5]([CH2:6][CH2:7][CH2:8][NH:9]4)=[CH:4][CH:3]=3)=[O:22])=[C:19]([CH3:18])[N:27]=2)[CH:33]=[CH:32][CH:31]=1. (2) Given the reactants [CH3:1][O:2][CH:3]([O:15][CH3:16])[CH2:4][N:5]1[C:13]2[C:8](=[CH:9][C:10](I)=[CH:11][CH:12]=2)[CH:7]=[N:6]1.[F:17][C:18]([F:33])([F:32])[C:19]1[CH:24]=[CH:23][C:22]([C:25]2[CH:30]=[CH:29][NH:28][C:27](=[O:31])[CH:26]=2)=[CH:21][CH:20]=1.C([O-])([O-])=O.[Cs+].[Cs+].OC1C=CC=C2C=1N=CC=C2, predict the reaction product. The product is: [CH3:1][O:2][CH:3]([O:15][CH3:16])[CH2:4][N:5]1[C:13]2[C:8](=[CH:9][C:10]([N:28]3[CH:29]=[CH:30][C:25]([C:22]4[CH:21]=[CH:20][C:19]([C:18]([F:32])([F:33])[F:17])=[CH:24][CH:23]=4)=[CH:26][C:27]3=[O:31])=[CH:11][CH:12]=2)[CH:7]=[N:6]1. (3) Given the reactants [CH2:1]1[CH:9]2[N:4]([CH2:5][CH:6]=[C:7]([C:10]3[C:18]4[C:13](=[CH:14][CH:15]=[N:16][CH:17]=4)[NH:12][CH:11]=3)[CH2:8]2)[CH2:3][CH2:2]1.[C:19](Cl)(=[O:26])[C:20]1[CH:25]=[CH:24][CH:23]=[CH:22][CH:21]=1.C[Si]([N-][Si](C)(C)C)(C)C.[Na+], predict the reaction product. The product is: [C:19]([N:12]1[C:13]2[C:18](=[CH:17][N:16]=[CH:15][CH:14]=2)[C:10]([C:7]2[CH2:8][CH:9]3[N:4]([CH2:3][CH2:2][CH2:1]3)[CH2:5][CH:6]=2)=[CH:11]1)(=[O:26])[C:20]1[CH:25]=[CH:24][CH:23]=[CH:22][CH:21]=1. (4) The product is: [NH2:16][C:14]1[CH:13]=[CH:12][C:3]([C:4]([NH:6][C@H:7]([CH3:11])[C:8]([OH:10])=[O:9])=[O:5])=[C:2]([F:1])[CH:15]=1. Given the reactants [F:1][C:2]1[CH:15]=[C:14]([N+:16]([O-])=O)[CH:13]=[CH:12][C:3]=1[C:4]([NH:6][C@H:7]([CH3:11])[C:8]([OH:10])=[O:9])=[O:5], predict the reaction product. (5) Given the reactants [CH2:1]([C:5]1[N:10]2[N:11]=[CH:12][N:13]=[C:9]2[N:8]([CH:14]2[CH2:19][CH2:18][C:17](=[O:20])[CH2:16][CH2:15]2)[C:7](=[O:21])[C:6]=1[CH2:22][C:23]1[CH:28]=[CH:27][C:26]([C:29]2[CH:34]=[CH:33][CH:32]=[CH:31][C:30]=2[C:35]2[NH:39][C:38](=[O:40])[O:37][N:36]=2)=[CH:25][CH:24]=1)[CH2:2][CH2:3][CH3:4].O1CCCC1.[BH4-].[Na+], predict the reaction product. The product is: [CH2:1]([C:5]1[N:10]2[N:11]=[CH:12][N:13]=[C:9]2[N:8]([CH:14]2[CH2:19][CH2:18][CH:17]([OH:20])[CH2:16][CH2:15]2)[C:7](=[O:21])[C:6]=1[CH2:22][C:23]1[CH:28]=[CH:27][C:26]([C:29]2[CH:34]=[CH:33][CH:32]=[CH:31][C:30]=2[C:35]2[NH:39][C:38](=[O:40])[O:37][N:36]=2)=[CH:25][CH:24]=1)[CH2:2][CH2:3][CH3:4]. (6) Given the reactants Cl.Cl.[NH2:3][C@@H:4]([CH2:7][C:8]1[CH:13]=[CH:12][C:11]([O:14][C:15]2[CH:16]=[N:17][C:18]3[C:23]([CH:24]=2)=[CH:22][CH:21]=[CH:20][CH:19]=3)=[CH:10][CH:9]=1)[CH2:5][OH:6].C[O-].[Na+].[O:28]([CH2:35][C@H:36]1[O:38][CH2:37]1)[C:29]1[CH:34]=[CH:33][CH:32]=[CH:31][CH:30]=1, predict the reaction product. The product is: [OH:38][C@H:36]([CH2:35][O:28][C:29]1[CH:34]=[CH:33][CH:32]=[CH:31][CH:30]=1)[CH2:37][NH:3][C@@H:4]([CH2:7][C:8]1[CH:13]=[CH:12][C:11]([O:14][C:15]2[CH:16]=[N:17][C:18]3[C:23]([CH:24]=2)=[CH:22][CH:21]=[CH:20][CH:19]=3)=[CH:10][CH:9]=1)[CH2:5][OH:6].